Predict the reaction yield, written as a fraction of the theoretical maximum amount of product (1.0 means a 100% yield; for example, 0.34 means a 34% yield). From a dataset of Reaction yield outcomes from USPTO patents with 853,638 reactions. (1) The reactants are [F:1][C:2]1[CH:7]=[CH:6][C:5]([C:8]2[NH:9][CH:10]=[C:11]([CH:19]=[CH:20][CH:21]=O)[C:12]=2[C:13]2[CH:18]=[CH:17][N:16]=[CH:15][CH:14]=2)=[CH:4][CH:3]=1.Cl.[CH3:24][NH:25][CH3:26].C([BH3-])#N.[Na+].C(=O)([O-])O.[Na+]. The catalyst is CO.O1CCCC1. The product is [CH3:24][N:25]([CH3:26])[CH2:21][CH:20]=[CH:19][C:11]1[C:12]([C:13]2[CH:18]=[CH:17][N:16]=[CH:15][CH:14]=2)=[C:8]([C:5]2[CH:6]=[CH:7][C:2]([F:1])=[CH:3][CH:4]=2)[NH:9][CH:10]=1. The yield is 0.560. (2) The reactants are Br[CH2:2][C:3]([C:5]1[N:6]=[C:7]([C:11]2[CH:16]=[CH:15][CH:14]=[CH:13][CH:12]=2)[O:8][C:9]=1[CH3:10])=[O:4].[OH:17][C:18]1[CH:44]=[CH:43][C:21]([C:22]([C:24]2[CH:40]=[CH:39][C:38]([O:41][CH3:42])=[CH:37][C:25]=2[O:26][C:27]([CH3:36])([CH3:35])[C:28]([O:30]C(C)(C)C)=[O:29])=[O:23])=[CH:20][CH:19]=1.C(=O)([O-])[O-].[K+].[K+].CN(C)C=O. The catalyst is O. The product is [CH3:42][O:41][C:38]1[CH:39]=[CH:40][C:24]([C:22](=[O:23])[C:21]2[CH:20]=[CH:19][C:18]([O:17][CH2:2][C:3]([C:5]3[N:6]=[C:7]([C:11]4[CH:16]=[CH:15][CH:14]=[CH:13][CH:12]=4)[O:8][C:9]=3[CH3:10])=[O:4])=[CH:44][CH:43]=2)=[C:25]([CH:37]=1)[O:26][C:27]([CH3:36])([CH3:35])[C:28]([OH:30])=[O:29]. The yield is 0.760. (3) The reactants are [F:1][C:2]1[CH:3]=[C:4]([C@H:9]2[CH2:14][C@@H:13](OS(C)(=O)=O)[CH2:12][CH2:11][N:10]2[C:20]([O:22][C:23]([CH3:26])([CH3:25])[CH3:24])=[O:21])[CH:5]=[CH:6][C:7]=1[F:8].[C-:27]#[N:28].[K+]. The catalyst is CN(C)C=O.C(OCC)(=O)C. The product is [C:27]([C@@H:13]1[CH2:12][CH2:11][N:10]([C:20]([O:22][C:23]([CH3:26])([CH3:25])[CH3:24])=[O:21])[C@@H:9]([C:4]2[CH:5]=[CH:6][C:7]([F:8])=[C:2]([F:1])[CH:3]=2)[CH2:14]1)#[N:28]. The yield is 0.300. (4) The reactants are [N+:1]([C:4]1[CH:5]=[C:6]([C:10]([O:12][CH3:13])=[O:11])[S:7][C:8]=1[CH3:9])([O-:3])=[O:2].[CH2:14]([O:21][C:22]1[CH:29]=[CH:28][C:25]([CH:26]=O)=[CH:24][CH:23]=1)[C:15]1[CH:20]=[CH:19][CH:18]=[CH:17][CH:16]=1.N1CCC[CH2:31]1. The catalyst is C(O)C. The product is [CH2:14]([O:21][C:22]1[CH:29]=[CH:28][C:25](/[CH:26]=[CH:9]/[C:8]2[S:7][C:6]([C:10]([O:12][CH2:13][CH3:31])=[O:11])=[CH:5][C:4]=2[N+:1]([O-:3])=[O:2])=[CH:24][CH:23]=1)[C:15]1[CH:20]=[CH:19][CH:18]=[CH:17][CH:16]=1. The yield is 0.840. (5) The reactants are [CH2:1]([O:3][C:4](=[O:12])[C:5]1[CH:10]=[CH:9][C:8]([NH2:11])=[CH:7][CH:6]=1)[CH3:2].[Br:13][C:14]1[CH:15]=[C:16]([CH:19]=[C:20]([F:22])[CH:21]=1)[CH:17]=O. The catalyst is C(O)C. The product is [CH2:1]([O:3][C:4](=[O:12])[C:5]1[CH:10]=[CH:9][C:8]([N:11]=[CH:17][C:16]2[CH:19]=[C:20]([F:22])[CH:21]=[C:14]([Br:13])[CH:15]=2)=[CH:7][CH:6]=1)[CH3:2]. The yield is 0.640. (6) The yield is 0.760. The reactants are [CH2:1]([C:3]1[N:8]([C:9]2[CH:14]=[CH:13][C:12]([O:15][CH:16]3[CH2:21][CH2:20][CH2:19][CH:18]([OH:22])[CH2:17]3)=[CH:11][CH:10]=2)[C:7](=[O:23])[C:6]([CH2:24][C:25]2[CH:30]=[CH:29][C:28]([C:31]3[CH:36]=[CH:35][CH:34]=[CH:33][C:32]=3[C:37]3[NH:41][C:40](=[O:42])[O:39][N:38]=3)=[CH:27][CH:26]=2)=[C:5]([CH2:43][CH2:44][CH3:45])[N:4]=1)[CH3:2].CC(OI1(OC(C)=O)(OC(C)=O)OC(=O)C2C1=CC=CC=2)=O. The product is [CH2:1]([C:3]1[N:8]([C:9]2[CH:10]=[CH:11][C:12]([O:15][CH:16]3[CH2:21][CH2:20][CH2:19][C:18](=[O:22])[CH2:17]3)=[CH:13][CH:14]=2)[C:7](=[O:23])[C:6]([CH2:24][C:25]2[CH:30]=[CH:29][C:28]([C:31]3[CH:36]=[CH:35][CH:34]=[CH:33][C:32]=3[C:37]3[NH:41][C:40](=[O:42])[O:39][N:38]=3)=[CH:27][CH:26]=2)=[C:5]([CH2:43][CH2:44][CH3:45])[N:4]=1)[CH3:2]. The catalyst is ClCCl.C(OCC)(=O)C. (7) The reactants are [CH2:1]([NH:8][CH:9]([CH3:16])[CH2:10][C:11]([O:13][CH2:14][CH3:15])=[O:12])[C:2]1[CH:7]=[CH:6][CH:5]=[CH:4][CH:3]=1.Br[CH2:18][C:19]([O:21][CH3:22])=[O:20].C(=O)([O-])[O-].[K+].[K+]. The catalyst is C(#N)C. The product is [CH2:1]([N:8]([CH2:18][C:19]([O:21][CH3:22])=[O:20])[CH:9]([CH3:16])[CH2:10][C:11]([O:13][CH2:14][CH3:15])=[O:12])[C:2]1[CH:7]=[CH:6][CH:5]=[CH:4][CH:3]=1. The yield is 0.820. (8) The reactants are [C:1]([C:3]1[CH:4]=[C:5](B(O)O)[CH:6]=[CH:7][C:8]=1[F:9])#[N:2].[CH3:13][C:14]1[CH:18]=[C:17]([CH3:19])[NH:16][N:15]=1.N1C=CC=CC=1. The catalyst is CN(C)C=O.C([O-])(=O)C.[Cu+2].C([O-])(=O)C. The product is [CH3:13][C:14]1[CH:18]=[C:17]([CH3:19])[N:16]([C:5]2[CH:6]=[CH:7][C:8]([F:9])=[C:3]([CH:4]=2)[C:1]#[N:2])[N:15]=1. The yield is 0.160. (9) The reactants are [Na+].[OH:2][C@H:3]1[CH2:8][NH:7][CH2:6][C@@H:5]([C:9]([O-:11])=[O:10])[CH2:4]1.Cl[C:13]([O:15][CH2:16][C:17]1[CH:22]=[CH:21][CH:20]=[CH:19][CH:18]=1)=[O:14]. The catalyst is [OH-].[Na+]. The product is [OH:2][C@H:3]1[CH2:8][N:7]([C:13]([O:15][CH2:16][C:17]2[CH:22]=[CH:21][CH:20]=[CH:19][CH:18]=2)=[O:14])[CH2:6][C@@H:5]([C:9]([OH:11])=[O:10])[CH2:4]1. The yield is 0.720.